Dataset: Catalyst prediction with 721,799 reactions and 888 catalyst types from USPTO. Task: Predict which catalyst facilitates the given reaction. (1) Reactant: CN1CCCC1=O.[CH2:8]([N:12]1[C:20]2[C:19](=[O:21])[N:18]([CH3:22])[N:17]=[CH:16][C:15]=2[N:14]=[C:13]1Cl)[C:9]#[C:10][CH3:11].C(=O)([O-])[O-].[K+].[K+].[N:30]1([C:36]([O:38][C:39]([CH3:42])([CH3:41])[CH3:40])=[O:37])[CH2:35][CH2:34][NH:33][CH2:32][CH2:31]1. Product: [CH2:8]([N:12]1[C:20]2[C:19](=[O:21])[N:18]([CH3:22])[N:17]=[CH:16][C:15]=2[N:14]=[C:13]1[N:33]1[CH2:32][CH2:31][N:30]([C:36]([O:38][C:39]([CH3:42])([CH3:41])[CH3:40])=[O:37])[CH2:35][CH2:34]1)[C:9]#[C:10][CH3:11]. The catalyst class is: 6. (2) Reactant: [CH3:1][C:2]1[C:7]([C:8]([O:10][CH2:11][C:12]2[CH:17]=[CH:16][CH:15]=[CH:14][CH:13]=2)=[O:9])=[CH:6][N:5]=[C:4](S(C)=O)[N:3]=1.[CH2:21]([N:28]1[CH2:32][CH2:31][CH:30]([NH2:33])[CH2:29]1)[C:22]1[CH:27]=[CH:26][CH:25]=[CH:24][CH:23]=1.C(N(CC)C(C)C)(C)C.CCOC(C)=O. Product: [CH2:21]([N:28]1[CH2:32][CH2:31][CH:30]([NH:33][C:4]2[N:3]=[C:2]([CH3:1])[C:7]([C:8]([O:10][CH2:11][C:12]3[CH:17]=[CH:16][CH:15]=[CH:14][CH:13]=3)=[O:9])=[CH:6][N:5]=2)[CH2:29]1)[C:22]1[CH:23]=[CH:24][CH:25]=[CH:26][CH:27]=1. The catalyst class is: 38.